Binary Classification. Given a drug SMILES string, predict its activity (active/inactive) in a high-throughput screening assay against a specified biological target. From a dataset of Choline transporter screen with 302,306 compounds. (1) The molecule is n1(CCC)c(NCc2c3c([nH]c2)cccc3)nc2c1cccc2. The result is 0 (inactive). (2) The compound is o1c2c(c(=O)c(Oc3c(OCC)cccc3)c1)ccc(OC(=O)c1occc1)c2. The result is 0 (inactive). (3) The drug is S(=O)(=O)(N1CCOCC1)c1cc(C(C)C)ccc1OCC. The result is 0 (inactive). (4) The drug is O=C(N1CCN(CC1)c1nc(N2CCN(CC2)C(=O)C(n2nnc(c2)C(N)Cc2ccc(O)cc2)Cc2[nH]c3c(c2)cccc3)nc(n1)NCCOCCOCCOCC#C)C(n1nnc(c1)C(N)CC(C)C)CCCCN. The result is 0 (inactive).